From a dataset of Reaction yield outcomes from USPTO patents with 853,638 reactions. Predict the reaction yield, written as a fraction of the theoretical maximum amount of product (1.0 means a 100% yield; for example, 0.34 means a 34% yield). (1) The reactants are Cl[C:2]1[N:3]=[C:4]([N:16]2[CH2:21][CH2:20][O:19][CH2:18][C@@H:17]2[CH3:22])[C:5]2[CH2:10][N:9]([C:11]([O:13][CH2:14][CH3:15])=[O:12])[CH2:8][C:6]=2[N:7]=1.[F:23][C:24]1[CH:25]=[C:26]([NH:39][C:40]([NH:42][CH2:43][CH2:44][OH:45])=[O:41])[CH:27]=[CH:28][C:29]=1B1OC(C)(C)C(C)(C)O1.ClCCl.C(=O)([O-])[O-].[Na+].[Na+]. The catalyst is C1C=CC(P(C2C=CC=CC=2)[C-]2C=CC=C2)=CC=1.C1C=CC(P(C2C=CC=CC=2)[C-]2C=CC=C2)=CC=1.Cl[Pd]Cl.[Fe+2].O.CCO.COCCOC. The product is [F:23][C:24]1[CH:25]=[C:26]([NH:39][C:40]([NH:42][CH2:43][CH2:44][OH:45])=[O:41])[CH:27]=[CH:28][C:29]=1[C:2]1[N:3]=[C:4]([N:16]2[CH2:21][CH2:20][O:19][CH2:18][C@@H:17]2[CH3:22])[C:5]2[CH2:10][N:9]([C:11]([O:13][CH2:14][CH3:15])=[O:12])[CH2:8][C:6]=2[N:7]=1. The yield is 0.220. (2) The reactants are C(N1C=CN=C1)(N1C=CN=C1)=O.[CH:13]1([C:19]2[C:20]3[CH:21]=[CH:22][C:23]([C:43]([OH:45])=O)=[CH:24][C:25]=3[N:26]3[CH2:32][C:31]([C:33]([O:35][CH3:36])=[O:34])=[CH:30][C:29]4[CH:37]=[C:38]([O:41][CH3:42])[CH:39]=[CH:40][C:28]=4[C:27]=23)[CH2:18][CH2:17][CH2:16][CH2:15][CH2:14]1.[S:46]([NH2:50])([NH2:49])(=[O:48])=[O:47].C1CCN2C(=NCCC2)CC1. The catalyst is C1COCC1.CCOC(C)=O.C(Cl)Cl. The product is [NH2:49][S:46]([NH:50][C:43]([C:23]1[CH:22]=[CH:21][C:20]2[C:19]([CH:13]3[CH2:14][CH2:15][CH2:16][CH2:17][CH2:18]3)=[C:27]3[C:28]4[CH:40]=[CH:39][C:38]([O:41][CH3:42])=[CH:37][C:29]=4[CH:30]=[C:31]([C:33]([O:35][CH3:36])=[O:34])[CH2:32][N:26]3[C:25]=2[CH:24]=1)=[O:45])(=[O:48])=[O:47]. The yield is 0.910.